From a dataset of Forward reaction prediction with 1.9M reactions from USPTO patents (1976-2016). Predict the product of the given reaction. (1) Given the reactants II.[Br:3][C:4]1[CH:17]=[CH:16][C:15]2[O:14][C@@H:13]3[C@H:8]([CH2:9][N:10]([C:18]([O:20][CH2:21][C:22]4[CH:27]=[CH:26][CH:25]=[CH:24][CH:23]=4)=[O:19])[CH2:11][CH2:12]3)[C:7](=[CH2:28])[C:6]=2[CH:5]=1.[NH4+:29].[OH-:30].C[C:32]#[N:33].C1COCC1, predict the reaction product. The product is: [NH2:29][C:32]1[O:30][CH2:28][C:7]2([C@H:8]3[CH2:9][N:10]([C:18]([O:20][CH2:21][C:22]4[CH:23]=[CH:24][CH:25]=[CH:26][CH:27]=4)=[O:19])[CH2:11][CH2:12][C@@H:13]3[O:14][C:15]3[CH:16]=[CH:17][C:4]([Br:3])=[CH:5][C:6]2=3)[N:33]=1. (2) Given the reactants [I:1][C:2]1[CH:7]=[CH:6][C:5]([CH:8]2[CH:17]([C:18]3[CH:23]=[CH:22][C:21]([O:24]C4CCCCO4)=[CH:20][CH:19]=3)[C:16]([C:32]([F:35])([F:34])[F:33])(O)[C:15]3[C:10](=[CH:11][CH:12]=[C:13]([O:36]C4CCCCO4)[CH:14]=3)[O:9]2)=[CH:4][CH:3]=1.CC1C=CC(S(O)(=O)=O)=CC=1, predict the reaction product. The product is: [OH:24][C:21]1[CH:20]=[CH:19][C:18]([C:17]2[CH:8]([C:5]3[CH:4]=[CH:3][C:2]([I:1])=[CH:7][CH:6]=3)[O:9][C:10]3[C:15]([C:16]=2[C:32]([F:35])([F:33])[F:34])=[CH:14][C:13]([OH:36])=[CH:12][CH:11]=3)=[CH:23][CH:22]=1. (3) The product is: [NH2:43][C@H:40]1[CH2:41][CH2:42][C@H:37]([NH:44][C:2]2[CH:3]=[C:4]([N:21]([CH2:28][C:29]3[CH:34]=[CH:33][C:32]([O:35][CH3:36])=[CH:31][CH:30]=3)[C:22]3[CH:27]=[CH:26][CH:25]=[CH:24][N:23]=3)[C:5]3[N:6]([C:8]([C:11]([NH:13][C:14]4[CH:19]=[CH:18][N:17]=[CH:16][C:15]=4[F:20])=[O:12])=[CH:9][N:10]=3)[N:7]=2)[CH2:38][CH2:39]1. Given the reactants Cl[C:2]1[CH:3]=[C:4]([N:21]([CH2:28][C:29]2[CH:34]=[CH:33][C:32]([O:35][CH3:36])=[CH:31][CH:30]=2)[C:22]2[CH:27]=[CH:26][CH:25]=[CH:24][N:23]=2)[C:5]2[N:6]([C:8]([C:11]([NH:13][C:14]3[CH:19]=[CH:18][N:17]=[CH:16][C:15]=3[F:20])=[O:12])=[CH:9][N:10]=2)[N:7]=1.[C@H:37]1([NH2:44])[CH2:42][CH2:41][C@H:40]([NH2:43])[CH2:39][CH2:38]1, predict the reaction product. (4) Given the reactants [F:1][C:2]1[CH:10]=[CH:9][C:8]([N+:11]([O-:13])=[O:12])=[CH:7][C:3]=1[C:4]([OH:6])=[O:5].S(=O)(=O)(O)O.[CH2:19](O)[CH3:20], predict the reaction product. The product is: [CH2:19]([O:5][C:4](=[O:6])[C:3]1[CH:7]=[C:8]([N+:11]([O-:13])=[O:12])[CH:9]=[CH:10][C:2]=1[F:1])[CH3:20]. (5) Given the reactants [N:1]([CH2:4][CH2:5][C:6]1[CH:7]=[C:8]([C:12]2[N:16]=[CH:15][N:14]([C:17]3[CH:22]=[CH:21][C:20]([O:23][C:24]([F:27])([F:26])[F:25])=[CH:19][CH:18]=3)[N:13]=2)[CH:9]=[CH:10][CH:11]=1)=[C:2]=[O:3].[F:28][C:29]1[CH:34]=[CH:33][C:32]([NH:35][C:36]([NH2:38])=[S:37])=[C:31]([CH:39]([CH3:41])[CH3:40])[CH:30]=1, predict the reaction product. The product is: [F:28][C:29]1[CH:34]=[CH:33][C:32]([NH:35][C:36]([NH:38][C:2]([NH:1][CH2:4][CH2:5][C:6]2[CH:11]=[CH:10][CH:9]=[C:8]([C:12]3[N:16]=[CH:15][N:14]([C:17]4[CH:22]=[CH:21][C:20]([O:23][C:24]([F:26])([F:25])[F:27])=[CH:19][CH:18]=4)[N:13]=3)[CH:7]=2)=[O:3])=[S:37])=[C:31]([CH:39]([CH3:41])[CH3:40])[CH:30]=1. (6) Given the reactants [C:1]([C:5]1[CH:10]=[CH:9][CH:8]=[CH:7][C:6]=1[CH:11]1[CH2:16][CH2:15][N:14]([C:17]([CH:19]2[CH2:23][CH2:22][CH2:21]S2)=[O:18])[CH2:13][CH2:12]1)([CH3:4])([CH3:3])[CH3:2].O[O:25][S:26]([O-:28])=O.[K+], predict the reaction product. The product is: [C:1]([C:5]1[CH:10]=[CH:9][CH:8]=[CH:7][C:6]=1[CH:11]1[CH2:16][CH2:15][N:14]([C:17]([CH:19]2[CH2:23][CH2:22][CH2:21][S:26]2(=[O:28])=[O:25])=[O:18])[CH2:13][CH2:12]1)([CH3:4])([CH3:3])[CH3:2]. (7) Given the reactants [Cl:1][C:2]1[N:7]=[C:6]([C:8]2[CH:9]=[C:10]([CH:13]=[CH:14][CH:15]=2)[CH:11]=O)[CH:5]=[CH:4][N:3]=1.[C:16]([O:20][C:21]([N:23]1[CH2:26][CH:25]([NH2:27])[CH2:24]1)=[O:22])([CH3:19])([CH3:18])[CH3:17], predict the reaction product. The product is: [C:16]([O:20][C:21]([N:23]1[CH2:26][CH:25]([NH:27][CH2:11][C:10]2[CH:13]=[CH:14][CH:15]=[C:8]([C:6]3[CH:5]=[CH:4][N:3]=[C:2]([Cl:1])[N:7]=3)[CH:9]=2)[CH2:24]1)=[O:22])([CH3:19])([CH3:17])[CH3:18].